Dataset: Catalyst prediction with 721,799 reactions and 888 catalyst types from USPTO. Task: Predict which catalyst facilitates the given reaction. (1) Reactant: [C:1]([O:5][C:6]([N:8]([CH2:21][CH2:22][CH2:23][NH:24][C:25]([O:27][C:28]([CH3:31])([CH3:30])[CH3:29])=[O:26])[CH:9]1[CH2:14][CH2:13][CH:12]([CH2:15][C:16]([O:18]CC)=[O:17])[CH2:11][CH2:10]1)=[O:7])([CH3:4])([CH3:3])[CH3:2].[OH-].[Na+].Cl.CC(N)C1C=CC=CC=1. Product: [C:1]([O:5][C:6]([N:8]([CH2:21][CH2:22][CH2:23][NH:24][C:25]([O:27][C:28]([CH3:31])([CH3:30])[CH3:29])=[O:26])[C@H:9]1[CH2:14][CH2:13][C@H:12]([CH2:15][C:16]([OH:18])=[O:17])[CH2:11][CH2:10]1)=[O:7])([CH3:4])([CH3:3])[CH3:2]. The catalyst class is: 92. (2) Reactant: [CH3:1][C:2]1[CH:3]=[N:4][C:5]([CH2:11][S+:12]([O-:24])[C:13]2[NH:14][C:15]3[CH:16]=[CH:17][C:18]([O:22][CH3:23])=[CH:19][C:20]=3[N:21]=2)=[C:6]([CH3:10])[C:7]=1[O:8][CH3:9].C1(C(C2C=CC=CC=2)(O)[C@H](C2C=CC=CC=2)O)C=CC=CC=1. Product: [CH3:1][C:2]1[C:7]([O:8][CH3:9])=[C:6]([CH3:10])[C:5]([CH2:11][S@@:12]([C:13]2[NH:21][C:20]3[CH:19]=[C:18]([O:22][CH3:23])[CH:17]=[CH:16][C:15]=3[N:14]=2)=[O:24])=[N:4][CH:3]=1. The catalyst class is: 11. (3) Reactant: [Br:1][C:2]1[CH:3]=[C:4]([CH:8]=[O:9])[CH:5]=[N:6][CH:7]=1.[BH4-].[Na+]. Product: [Br:1][C:2]1[CH:3]=[C:4]([CH2:8][OH:9])[CH:5]=[N:6][CH:7]=1. The catalyst class is: 191.